From a dataset of Reaction yield outcomes from USPTO patents with 853,638 reactions. Predict the reaction yield, written as a fraction of the theoretical maximum amount of product (1.0 means a 100% yield; for example, 0.34 means a 34% yield). (1) The reactants are Cl[C:2]1[C:7]([C:8]([CH3:10])=[CH2:9])=[C:6]([O:11][CH2:12][CH2:13][Si:14]([CH3:17])([CH3:16])[CH3:15])[N:5]=[C:4]([O:18][CH2:19][CH2:20][Si:21]([CH3:24])([CH3:23])[CH3:22])[N:3]=1.C([CH2:27][C:28]1[CH:29]=[C:30]([CH:33]=[C:34]([CH3:36])[CH:35]=1)[C:31]#[N:32])#N.[H-].[Na+].CN(C=[O:43])C. No catalyst specified. The product is [C:8]([C:7]1[C:2]([C:27]([C:28]2[CH:29]=[C:30]([CH:33]=[C:34]([CH3:36])[CH:35]=2)[C:31]#[N:32])=[O:43])=[N:3][C:4]([O:18][CH2:19][CH2:20][Si:21]([CH3:24])([CH3:23])[CH3:22])=[N:5][C:6]=1[O:11][CH2:12][CH2:13][Si:14]([CH3:17])([CH3:16])[CH3:15])([CH3:10])=[CH2:9]. The yield is 0.580. (2) The reactants are [O:1]=[C:2]([N:5]1[C@H:9]([CH2:10][C:11]2[CH:16]=[CH:15][CH:14]=[CH:13][CH:12]=2)[CH2:8][O:7][C:6]1=[O:17])[CH2:3][CH3:4].CCN(C(C)C)C(C)C.[CH:27]([C@H:29]1[CH2:33][O:32][C:31]([CH3:35])([CH3:34])[N:30]1[C:36]([O:38][C:39]([CH3:42])([CH3:41])[CH3:40])=[O:37])=[O:28]. The catalyst is C(Cl)Cl.Cl[Ti](Cl)(Cl)Cl. The product is [CH2:10]([C@@H:9]1[CH2:8][O:7][C:6](=[O:17])[N:5]1[C:2](=[O:1])[C@H:3]([CH3:4])[C@H:27]([C@H:29]1[CH2:33][O:32][C:31]([CH3:35])([CH3:34])[N:30]1[C:36]([O:38][C:39]([CH3:42])([CH3:41])[CH3:40])=[O:37])[OH:28])[C:11]1[CH:12]=[CH:13][CH:14]=[CH:15][CH:16]=1. The yield is 0.870. (3) The reactants are [NH2:1][C:2]1[CH:10]=[CH:9][CH:8]=[C:7]2[C:3]=1[CH2:4][O:5][C:6]2=[O:11].[CH:12](=O)[C:13]1[CH:18]=[CH:17][N:16]=[CH:15][CH:14]=1.S([O-])([O-])(=O)=O.[Na+].[Na+]. The catalyst is C(O)C. The product is [N:16]1[CH:17]=[CH:18][C:13](/[CH:12]=[N:1]/[C:2]2[CH:10]=[CH:9][CH:8]=[C:7]3[C:3]=2[CH2:4][O:5][C:6]3=[O:11])=[CH:14][CH:15]=1. The yield is 0.770.